This data is from Experimentally validated miRNA-target interactions with 360,000+ pairs, plus equal number of negative samples. The task is: Binary Classification. Given a miRNA mature sequence and a target amino acid sequence, predict their likelihood of interaction. (1) The miRNA is hsa-miR-6759-3p with sequence UGACCUUUGCCUCUCCCCUCAG. The protein sequence of the target gene is MADTIFGSGNDQWVCPNDRQLALRAKLQTGWSVHTYQTEKQRRKQHLSPAEVEAILQVIQRAERLDVLEQQRIGRLVERLETMRRNVMGNGLSQCLLCGEVLGFLGSSSVFCKDCRKKVCTKCGIEASPGQKRPLWLCKICSEQREVWKRSGAWFYKGLPKYILPLKTPGRADDPHFRPLPTEPAEREPRSSETSRIYTWARGRVVSSDSDSDSDLSSSSLEDRLPSTGVRDRKGDKPWKESGGSVEAPRMGFTHPPGHLSGCQSSLASGETGTGSADPPGGPRPGLTRRAPVKDTPGRA.... Result: 0 (no interaction). (2) The miRNA is hsa-miR-611 with sequence GCGAGGACCCCUCGGGGUCUGAC. The protein sequence of the target gene is MMAVDIEYRYNCMAPSLRQERFAFKISPKPSKPLRPCIQLSSKNEASGMVAPAVQEKKVKKRVSFADNQGLALTMVKVFSEFDDPLDMPFNITELLDNIVSLTTAESESFVLDFSQPSADYLDFRNRLQADHVCLENCVLKDKAIAGTVKVQNLAFEKTVKIRMTFDTWKSYTDFPCQYVKDTYAGSDRDTFSFDISLPEKIQSYERMEFAVYYECNGQTYWDSNRGKNYRIIRAELKSTQGMTKPHSGPDLGISFDQFGSPRCSYGLFPEWPSYLGYEKLGPYY. Result: 1 (interaction). (3) The miRNA is hsa-miR-516a-5p with sequence UUCUCGAGGAAAGAAGCACUUUC. The protein sequence of the target gene is MAAESDVLHFQFEQQGDVVLQKMNLLRQQNLFCDVSIYINDTEFQGHKVILAACSTFMRDQFLLTQSKHVRITILQSAEVGWKLLLSCYTGALEVKRKELLKYLTAASYLQMVHIVEKCTEALSKYLEIDLSMKNNQHTDLCQSSDTDVKNEEENSDKDCEIIEISEDSPVNLDFHVKEEESNALQSAAETLTSERMRMQSPELSAVDGGFKENEICILHVESISTDDVENGQFSQPCTSSKAGIYFPETQHSLINSTVENRVTEVPGNTNQGLFSENSDGSHGTVNEIQNLDENFSLRH.... Result: 0 (no interaction). (4) The miRNA is mmu-miR-3104-3p with sequence ACGCUCUGCUUUGCUCCCCCAGA. The protein sequence of the target gene is MNDFGIKNMDQVAPVANSFRGTLKRQPAFDTFDGSLFAVLPSLSEDQTLQEVPTGLDSVSHDSASCELPLLTPCSKAVMSQALKATFSGFQKEQRRLGIPKNPWLWSEQQVCQWLLWATNEFSLVNVNLHQFGMNGQMLCNLGKERFLELAPDFVGDILWEHLEQMIKENQEKTEDQYEENSHLNAVPHWINSNTLGFSMEQAPYGMQAPNYPKDNLLDSMCPPSATPAALGSELQMLPKSRLNTVNVNYCSISQDFPSSNVNLLNNNSGKPKDHDSPENGGDSFESSDSLLRSWNSQSS.... Result: 0 (no interaction). (5) The miRNA is hsa-miR-1180-3p with sequence UUUCCGGCUCGCGUGGGUGUGU. The protein sequence of the target gene is MAGAAAAVAAGAAAGAAAAAGSVSAPGRASAPPPPPPVYCVCRQPYDVNRFMIECDVCKDWFHGSCVGVEEHHAVDIDLYHCPDCAALHGSSLMKKRRNWHRHDYTEVDDGSKPVQAGTRAFVKELRSRVFPSADEIIVKMHGSQLTQRYLEKHGFDVPIMVPKLDDLGLRLPSPAFSVMDVERYVGGDKVIDVIDVARQADSKMTLHNYVKYFMNPDRPKVLNVISLEFSDTKMSELVEVPDIARKLSWVENYWPDDSVFPKPFVQKYCLMGVQDSYTDFHIDFGGTSVWYHVLWGEKI.... Result: 0 (no interaction). (6) The miRNA is rno-miR-30c-5p with sequence UGUAAACAUCCUACACUCUCAGC. The protein sequence of the target gene is MLGWVQRVLPQPPGTPRKTKMQEEEEVEPEPEMEAEVEPEPNPEEAETESESMPPEESFKEEEVAVADPSPQETKEAALTSTISLRAQGAEISEMNSPSRRVLTWLMKGVEKVIPQPVHSITEDPAQILGHGSTGDTGCTDEPNEALEAQDTRPGLRLLLWLEQNLERVLPQPPKSSEVWRDEPAVATGAASDPAPPGRPQEMGPKLQARETPSLPTPIPLQPKEEPKEAPAPEPQPGSQAQTSSLPPTRDPARLVAWVLHRLEMALPQPVLHGKIGEQEPDSPGICDVQTISILPGGQV.... Result: 0 (no interaction).